From a dataset of Full USPTO retrosynthesis dataset with 1.9M reactions from patents (1976-2016). Predict the reactants needed to synthesize the given product. (1) The reactants are: [CH2:1]([C:3]1[C:10]([C:11]2[S:15][C:14]([C:16]3[CH:21]=[CH:20][C:19]([O:22][CH:23]([CH3:25])[CH3:24])=[C:18]([C:26]([F:29])([F:28])[F:27])[CH:17]=3)=[N:13][CH:12]=2)=[CH:9][CH:8]=[CH:7][C:4]=1[CH:5]=O)[CH3:2].[NH:30]1[CH2:33][CH:32]([C:34]([OH:36])=[O:35])[CH2:31]1.C(O)(=O)C.C(O[BH-](OC(=O)C)OC(=O)C)(=O)C.[Na+]. Given the product [CH2:1]([C:3]1[C:10]([C:11]2[S:15][C:14]([C:16]3[CH:21]=[CH:20][C:19]([O:22][CH:23]([CH3:24])[CH3:25])=[C:18]([C:26]([F:28])([F:29])[F:27])[CH:17]=3)=[N:13][CH:12]=2)=[CH:9][CH:8]=[CH:7][C:4]=1[CH2:5][N:30]1[CH2:33][CH:32]([C:34]([OH:36])=[O:35])[CH2:31]1)[CH3:2], predict the reactants needed to synthesize it. (2) Given the product [Br:1][C:2]1[CH:11]=[CH:10][C:9]([CH:12]=[O:16])=[C:8]2[C:3]=1[CH:4]=[N:5][CH:6]=[N:7]2, predict the reactants needed to synthesize it. The reactants are: [Br:1][C:2]1[CH:11]=[CH:10][C:9]([CH:12](Br)Br)=[C:8]2[C:3]=1[CH:4]=[N:5][CH:6]=[N:7]2.C(O)(C(F)(F)F)=[O:16].CO.[NH4+].[OH-]. (3) The reactants are: [CH3:1][O:2][C:3]1[CH:4]=[C:5]2[C:9](=[CH:10][CH:11]=1)[N:8]([CH2:12][C:13]1[N:18]=[C:17]([C:19]#[N:20])[CH:16]=[CH:15][CH:14]=1)[C:7]([C:21]1[CH:26]=[CH:25][CH:24]=[CH:23][CH:22]=1)=[CH:6]2.C(O)(C)C.[N-:31]=[N+:32]=[N-:33].[Na+].Cl. Given the product [CH3:1][O:2][C:3]1[CH:4]=[C:5]2[C:9](=[CH:10][CH:11]=1)[N:8]([CH2:12][C:13]1[CH:14]=[CH:15][CH:16]=[C:17]([C:19]3[NH:33][N:32]=[N:31][N:20]=3)[N:18]=1)[C:7]([C:21]1[CH:26]=[CH:25][CH:24]=[CH:23][CH:22]=1)=[CH:6]2, predict the reactants needed to synthesize it. (4) The reactants are: [C:1]([O:5][CH2:6][CH2:7][OH:8])(=[O:4])[CH:2]=[CH2:3].[C:9]1([CH3:19])[CH:14]=[CH:13][C:12]([S:15](Cl)(=[O:17])=[O:16])=[CH:11][CH:10]=1. Given the product [C:1]([O:5][CH2:6][CH2:7][O:8][S:15]([C:12]1[CH:13]=[CH:14][C:9]([CH3:19])=[CH:10][CH:11]=1)(=[O:17])=[O:16])(=[O:4])[CH:2]=[CH2:3], predict the reactants needed to synthesize it.